This data is from NCI-60 drug combinations with 297,098 pairs across 59 cell lines. The task is: Regression. Given two drug SMILES strings and cell line genomic features, predict the synergy score measuring deviation from expected non-interaction effect. (1) Drug 1: CN(CC1=CN=C2C(=N1)C(=NC(=N2)N)N)C3=CC=C(C=C3)C(=O)NC(CCC(=O)O)C(=O)O. Drug 2: CCC1(CC2CC(C3=C(CCN(C2)C1)C4=CC=CC=C4N3)(C5=C(C=C6C(=C5)C78CCN9C7C(C=CC9)(C(C(C8N6C=O)(C(=O)OC)O)OC(=O)C)CC)OC)C(=O)OC)O.OS(=O)(=O)O. Cell line: NCI-H322M. Synergy scores: CSS=12.4, Synergy_ZIP=-1.24, Synergy_Bliss=-1.98, Synergy_Loewe=-19.0, Synergy_HSA=-2.08. (2) Drug 1: C1CCN(CC1)CCOC2=CC=C(C=C2)C(=O)C3=C(SC4=C3C=CC(=C4)O)C5=CC=C(C=C5)O. Drug 2: CN(CCCl)CCCl.Cl. Cell line: SF-295. Synergy scores: CSS=6.27, Synergy_ZIP=-1.37, Synergy_Bliss=1.11, Synergy_Loewe=-2.93, Synergy_HSA=-0.137. (3) Drug 1: CC1=C2C(C(=O)C3(C(CC4C(C3C(C(C2(C)C)(CC1OC(=O)C(C(C5=CC=CC=C5)NC(=O)OC(C)(C)C)O)O)OC(=O)C6=CC=CC=C6)(CO4)OC(=O)C)OC)C)OC. Drug 2: CCN(CC)CCCC(C)NC1=C2C=C(C=CC2=NC3=C1C=CC(=C3)Cl)OC. Cell line: TK-10. Synergy scores: CSS=47.1, Synergy_ZIP=-0.999, Synergy_Bliss=-2.46, Synergy_Loewe=-11.0, Synergy_HSA=1.83. (4) Drug 1: CC12CCC(CC1=CCC3C2CCC4(C3CC=C4C5=CN=CC=C5)C)O. Drug 2: COC1=C(C=C2C(=C1)N=CN=C2NC3=CC(=C(C=C3)F)Cl)OCCCN4CCOCC4. Cell line: PC-3. Synergy scores: CSS=23.1, Synergy_ZIP=-2.37, Synergy_Bliss=1.07, Synergy_Loewe=-0.204, Synergy_HSA=2.99. (5) Drug 1: CCCCC(=O)OCC(=O)C1(CC(C2=C(C1)C(=C3C(=C2O)C(=O)C4=C(C3=O)C=CC=C4OC)O)OC5CC(C(C(O5)C)O)NC(=O)C(F)(F)F)O. Drug 2: C(CC(=O)O)C(=O)CN.Cl. Cell line: EKVX. Synergy scores: CSS=12.5, Synergy_ZIP=-5.11, Synergy_Bliss=0.985, Synergy_Loewe=-3.05, Synergy_HSA=1.64. (6) Drug 1: CN1CCC(CC1)COC2=C(C=C3C(=C2)N=CN=C3NC4=C(C=C(C=C4)Br)F)OC. Drug 2: CC1=C(C=C(C=C1)C(=O)NC2=CC(=CC(=C2)C(F)(F)F)N3C=C(N=C3)C)NC4=NC=CC(=N4)C5=CN=CC=C5. Cell line: SF-295. Synergy scores: CSS=0.671, Synergy_ZIP=-1.60, Synergy_Bliss=-2.81, Synergy_Loewe=-2.16, Synergy_HSA=-2.03. (7) Synergy scores: CSS=9.99, Synergy_ZIP=-2.69, Synergy_Bliss=-0.614, Synergy_Loewe=-0.0164, Synergy_HSA=0.288. Drug 1: CS(=O)(=O)C1=CC(=C(C=C1)C(=O)NC2=CC(=C(C=C2)Cl)C3=CC=CC=N3)Cl. Drug 2: CC1CCCC2(C(O2)CC(NC(=O)CC(C(C(=O)C(C1O)C)(C)C)O)C(=CC3=CSC(=N3)C)C)C. Cell line: RXF 393. (8) Drug 1: C1=CC(=CC=C1CC(C(=O)O)N)N(CCCl)CCCl.Cl. Drug 2: C1=CC=C(C=C1)NC(=O)CCCCCCC(=O)NO. Cell line: SNB-75. Synergy scores: CSS=9.30, Synergy_ZIP=-3.33, Synergy_Bliss=-1.01, Synergy_Loewe=-15.6, Synergy_HSA=-2.43. (9) Drug 1: CC12CCC(CC1=CCC3C2CCC4(C3CC=C4C5=CN=CC=C5)C)O. Drug 2: CC12CCC3C(C1CCC2OP(=O)(O)O)CCC4=C3C=CC(=C4)OC(=O)N(CCCl)CCCl.[Na+]. Cell line: CCRF-CEM. Synergy scores: CSS=-3.95, Synergy_ZIP=-3.64, Synergy_Bliss=-11.7, Synergy_Loewe=-15.2, Synergy_HSA=-11.3.